Dataset: Full USPTO retrosynthesis dataset with 1.9M reactions from patents (1976-2016). Task: Predict the reactants needed to synthesize the given product. (1) Given the product [O:19]1[CH2:20][CH2:21][O:22][C:17]2[CH:16]=[C:15]([CH2:14][C@H:9]([NH:8][C:6](=[O:7])[O:5][C:1]([CH3:3])([CH3:2])[CH3:4])[CH2:10][OH:11])[CH:24]=[CH:23][C:18]1=2, predict the reactants needed to synthesize it. The reactants are: [C:1]([O:5][C:6]([NH:8][C@@H:9]([CH2:14][C:15]1[CH:24]=[CH:23][C:18]2[O:19][CH2:20][CH2:21][O:22][C:17]=2[CH:16]=1)[C:10](OC)=[O:11])=[O:7])([CH3:4])([CH3:3])[CH3:2].[Li+].[BH4-].Cl. (2) Given the product [CH:2]1[C:11]2[C:6](=[CH:7][CH:8]=[CH:9][CH:10]=2)[CH:5]=[CH:4][C:3]=1[C:12](=[O:15])[CH2:13][NH:14][S:22]([C:16]1[CH:21]=[CH:20][CH:19]=[CH:18][CH:17]=1)(=[O:24])=[O:23], predict the reactants needed to synthesize it. The reactants are: [Cl-].[CH:2]1[C:11]2[C:6](=[CH:7][CH:8]=[CH:9][CH:10]=2)[CH:5]=[CH:4][C:3]=1[C:12](=[O:15])[CH2:13][NH3+:14].[C:16]1([S:22](Cl)(=[O:24])=[O:23])[CH:21]=[CH:20][CH:19]=[CH:18][CH:17]=1.CCN(CC)CC.